From a dataset of Catalyst prediction with 721,799 reactions and 888 catalyst types from USPTO. Predict which catalyst facilitates the given reaction. (1) The catalyst class is: 39. Product: [CH2:29]([O:31][C:32](=[O:37])[CH:33]=[CH:34][CH2:35][N:6]1[C:5]([C:12](=[O:13])[C:14]2[CH:21]=[C:20]([CH3:22])[CH:19]=[C:16]([C:17]#[N:18])[CH:15]=2)=[C:4]([CH:1]([CH3:3])[CH3:2])[C:9](=[O:10])[NH:8][C:7]1=[O:11])[CH3:30]. Reactant: [CH:1]([C:4]1[C:9](=[O:10])[NH:8][C:7](=[O:11])[NH:6][C:5]=1[C:12]([C:14]1[CH:15]=[C:16]([CH:19]=[C:20]([CH3:22])[CH:21]=1)[C:17]#[N:18])=[O:13])([CH3:3])[CH3:2].C(=O)([O-])[O-].[K+].[K+].[CH2:29]([O:31][C:32](=[O:37])[CH:33]=[CH:34][CH2:35]Br)[CH3:30].[I-].[Li+]. (2) Reactant: [C:1]1([S:7][CH2:8][CH2:9][C@@H:10]2[NH:15][CH2:14][CH2:13][N:12]([C:16]3[C:25]4[CH:24]=[C:23]([CH3:26])[S:22][C:21]=4[NH:20][C:19]4[CH:27]=[CH:28][CH:29]=[CH:30][C:18]=4[N:17]=3)[CH2:11]2)[CH:6]=[CH:5][CH:4]=[CH:3][CH:2]=1.C=O.[C:33](O[BH-](OC(=O)C)OC(=O)C)(=O)C.[Na+].[Cl:47]C(Cl)C. Product: [ClH:47].[ClH:47].[CH3:33][N:15]1[CH2:14][CH2:13][N:12]([C:16]2[C:25]3[CH:24]=[C:23]([CH3:26])[S:22][C:21]=3[NH:20][C:19]3[CH:27]=[CH:28][CH:29]=[CH:30][C:18]=3[N:17]=2)[CH2:11][C@@H:10]1[CH2:9][CH2:8][S:7][C:1]1[CH:2]=[CH:3][CH:4]=[CH:5][CH:6]=1. The catalyst class is: 389. (3) Reactant: [NH2:1][CH2:2][C:3]1([C:24]([F:27])([F:26])[F:25])[C:12]2[C:7](=[CH:8][CH:9]=[C:10]([Br:13])[CH:11]=2)[N:6]([CH2:14][C:15]2[CH:20]=[CH:19][C:18]([O:21][CH3:22])=[CH:17][CH:16]=2)[C:5](=[O:23])[NH:4]1.[F:28][C:29]1[CH:37]=[CH:36][C:32]([C:33](O)=[O:34])=[CH:31][CH:30]=1.O.OC1C2N=NNC=2C=CC=1.C(N(CC)CC)C.Cl.C(N=C=NCCCN(C)C)C. Product: [Br:13][C:10]1[CH:11]=[C:12]2[C:7](=[CH:8][CH:9]=1)[N:6]([CH2:14][C:15]1[CH:16]=[CH:17][C:18]([O:21][CH3:22])=[CH:19][CH:20]=1)[C:5](=[O:23])[NH:4][C:3]2([CH2:2][NH:1][C:33](=[O:34])[C:32]1[CH:36]=[CH:37][C:29]([F:28])=[CH:30][CH:31]=1)[C:24]([F:26])([F:27])[F:25]. The catalyst class is: 136. (4) Reactant: [CH2:1]([O:3][C:4]([C:6]1[CH:10]=[C:9]([CH2:11]Br)[N:8]([C:13]2[C:18]([Cl:19])=[CH:17][CH:16]=[CH:15][C:14]=2[Cl:20])[N:7]=1)=[O:5])[CH3:2].[Br:21][C:22]1[CH:27]=[CH:26][C:25]([OH:28])=[CH:24][CH:23]=1.C(=O)([O-])[O-].[K+].[K+]. Product: [CH2:1]([O:3][C:4]([C:6]1[CH:10]=[C:9]([CH2:11][O:28][C:25]2[CH:26]=[CH:27][C:22]([Br:21])=[CH:23][CH:24]=2)[N:8]([C:13]2[C:18]([Cl:19])=[CH:17][CH:16]=[CH:15][C:14]=2[Cl:20])[N:7]=1)=[O:5])[CH3:2]. The catalyst class is: 10. (5) Reactant: [Cl:1][C:2]1[CH:7]=[C:6]([F:8])[CH:5]=[CH:4][C:3]=1[NH:9][S:10]([CH:13]1[C:18]([C:19]([O:21][CH2:22][CH3:23])=[O:20])=[CH:17][C:16]([O:26][CH3:27])([O:24][CH3:25])[CH2:15][CH2:14]1)(=[O:12])=[O:11].OC[CH:30]([NH:33][C:34](=[O:36])[CH3:35])CO.C(O[Si](C)(C)C)(C)C.FC(F)(F)S(O[Si](C)(C)C)(=O)=O.C(=O)([O-])O.[Na+]. Product: [C:34]([NH:33][CH:30]1[CH2:25][O:24][C:16]2([CH2:15][CH2:14][CH:13]([S:10](=[O:11])(=[O:12])[NH:9][C:3]3[CH:4]=[CH:5][C:6]([F:8])=[CH:7][C:2]=3[Cl:1])[C:18]([C:19]([O:21][CH2:22][CH3:23])=[O:20])=[CH:17]2)[O:26][CH2:27]1)(=[O:36])[CH3:35]. The catalyst class is: 4. (6) Reactant: [Cl:1][C:2]1[CH:3]=[C:4](B(O)O)[CH:5]=[CH:6][C:7]=1[O:8][CH:9]([CH3:11])[CH3:10].Cl[C:16]1[N:21]=[CH:20][C:19]([C:22]2[C:23]([CH2:30][CH3:31])=[C:24]([CH:27]=[CH:28][CH:29]=2)[CH:25]=[O:26])=[CH:18][N:17]=1.C(=O)([O-])[O-].[Cs+].[Cs+]. Product: [Cl:1][C:2]1[CH:3]=[C:4]([C:16]2[N:17]=[CH:18][C:19]([C:22]3[C:23]([CH2:30][CH3:31])=[C:24]([CH:27]=[CH:28][CH:29]=3)[CH:25]=[O:26])=[CH:20][N:21]=2)[CH:5]=[CH:6][C:7]=1[O:8][CH:9]([CH3:11])[CH3:10]. The catalyst class is: 108. (7) Reactant: [O:1]([C:3]1[CH:10]=[CH:9][CH:8]=[C:7]([O:11][CH3:12])[C:4]=1[CH2:5][OH:6])[CH3:2].N(C(OC(C)C)=O)=NC(OC(C)C)=O.O[C:28]1[CH:29]=[C:30]([CH2:34][C:35]([O:37][CH2:38][CH3:39])=[O:36])[CH:31]=[CH:32][CH:33]=1.C1(P(C2C=CC=CC=2)C2C=CC=CC=2)C=CC=CC=1. Product: [CH3:2][O:1][C:3]1[CH:10]=[CH:9][CH:8]=[C:7]([O:11][CH3:12])[C:4]=1[CH2:5][O:6][C:32]1[CH:31]=[C:30]([CH2:34][C:35]([O:37][CH2:38][CH3:39])=[O:36])[CH:29]=[CH:28][CH:33]=1. The catalyst class is: 116. (8) Reactant: C[O:2][C:3](=[O:17])[CH2:4][C:5]1[CH:10]=[CH:9][C:8]([O:11][CH3:12])=[CH:7][C:6]=1[NH:13][C:14](=[O:16])[CH3:15].[OH-].[Na+]. Product: [C:14]([NH:13][C:6]1[CH:7]=[C:8]([O:11][CH3:12])[CH:9]=[CH:10][C:5]=1[CH2:4][C:3]([OH:17])=[O:2])(=[O:16])[CH3:15]. The catalyst class is: 5. (9) Product: [CH2:2]([C@H:4]1[CH2:9][CH2:8][CH2:7][CH2:6][N:5]1[CH2:16][C@@H:17]1[CH2:18][O:19]1)[CH3:3]. The catalyst class is: 1. Reactant: Cl.[CH2:2]([C@H:4]1[CH2:9][CH2:8][CH2:7][CH2:6][NH:5]1)[CH3:3].[H-].[K+].S(C1C=CC([N+]([O-])=O)=CC=1)(O[CH2:16][C@H:17]1[O:19][CH2:18]1)(=O)=O. (10) The catalyst class is: 3. Reactant: [OH:1][C@H:2]1[CH2:6][N:5]([CH:7]2[CH2:12][CH2:11][O:10][CH2:9][CH2:8]2)[CH2:4][C@@H:3]1[NH:13][C:14](=[O:29])[CH2:15][NH:16][C:17](=[O:28])[C:18]1[CH:23]=[CH:22][CH:21]=[C:20]([C:24]([F:27])([F:26])[F:25])[CH:19]=1.[H-].[Na+].[CH2:32](Br)[CH:33]=[CH2:34]. Product: [CH2:34]([O:1][C@H:2]1[CH2:6][N:5]([CH:7]2[CH2:12][CH2:11][O:10][CH2:9][CH2:8]2)[CH2:4][C@@H:3]1[NH:13][C:14](=[O:29])[CH2:15][NH:16][C:17](=[O:28])[C:18]1[CH:23]=[CH:22][CH:21]=[C:20]([C:24]([F:25])([F:26])[F:27])[CH:19]=1)[CH:33]=[CH2:32].